Predict the reaction yield, written as a fraction of the theoretical maximum amount of product (1.0 means a 100% yield; for example, 0.34 means a 34% yield). From a dataset of Reaction yield outcomes from USPTO patents with 853,638 reactions. (1) The reactants are [Cl:1][C:2]1[CH:7]=[C:6](F)[CH:5]=[CH:4][N:3]=1.Cl.[NH2:10][C:11]1[C:20]2[C:15](=[CH:16][CH:17]=[CH:18][CH:19]=2)[C:14]([OH:21])=[CH:13][CH:12]=1.CC(C)([O-])C.[K+]. The catalyst is CN1C(=O)CCC1.O. The product is [Cl:1][C:2]1[CH:7]=[C:6]([O:21][C:14]2[C:15]3[C:20](=[CH:19][CH:18]=[CH:17][CH:16]=3)[C:11]([NH2:10])=[CH:12][CH:13]=2)[CH:5]=[CH:4][N:3]=1. The yield is 0.920. (2) The reactants are [C:1]([O:5][C:6]([N:8]1[CH2:16][C:15]2[C:10](=[CH:11][CH:12]=[C:13](Br)[CH:14]=2)[CH2:9]1)=[O:7])([CH3:4])([CH3:3])[CH3:2].C(P(C(C)(C)C)C1C=CC=CC=1C1C=CC=CC=1)(C)(C)C.CC(C)([O-])C.[Na+].[CH3:45][N:46]1[CH2:51][CH2:50][NH:49][CH2:48][CH2:47]1. The catalyst is CCOCC.C1C=CC(/C=C/C(/C=C/C2C=CC=CC=2)=O)=CC=1.C1C=CC(/C=C/C(/C=C/C2C=CC=CC=2)=O)=CC=1.C1C=CC(/C=C/C(/C=C/C2C=CC=CC=2)=O)=CC=1.[Pd].[Pd].C1(C)C=CC=CC=1. The product is [C:1]([O:5][C:6]([N:8]1[CH2:16][C:15]2[C:10](=[CH:11][CH:12]=[C:13]([N:49]3[CH2:50][CH2:51][N:46]([CH3:45])[CH2:47][CH2:48]3)[CH:14]=2)[CH2:9]1)=[O:7])([CH3:4])([CH3:3])[CH3:2]. The yield is 0.460. (3) The reactants are [ClH:1].C(OC([N:9]1[CH2:12][CH:11]([C:13]2[C:14]([C:19]3[CH:24]=[CH:23][CH:22]=[CH:21][CH:20]=3)=[N:15][CH:16]=[CH:17][CH:18]=2)[CH2:10]1)=O)(C)(C)C. The catalyst is CO. The product is [ClH:1].[NH:9]1[CH2:12][CH:11]([C:13]2[C:14]([C:19]3[CH:24]=[CH:23][CH:22]=[CH:21][CH:20]=3)=[N:15][CH:16]=[CH:17][CH:18]=2)[CH2:10]1. The yield is 0.940. (4) The yield is 0.720. The catalyst is CC(O)(C)C. The product is [Cl:1][C:2]1[C:7]([O:8][CH3:9])=[CH:6][C:5]([O:10][CH3:11])=[C:4]([Cl:12])[C:3]=1[C:13]1[C:26](=[O:27])[N:25]([CH2:28][CH2:29][N:30]([CH2:44][CH3:45])[CH:31]2[CH2:36][CH2:35][N:34]([C:37]([O:39][C:40]([CH3:43])([CH3:42])[CH3:41])=[O:38])[CH2:33][CH2:32]2)[C:16]2[N:17]=[C:18]([NH:47][CH3:46])[N:19]=[CH:20][C:15]=2[CH:14]=1. The reactants are [Cl:1][C:2]1[C:7]([O:8][CH3:9])=[CH:6][C:5]([O:10][CH3:11])=[C:4]([Cl:12])[C:3]=1[C:13]1[C:26](=[O:27])[N:25]([CH2:28][CH2:29][N:30]([CH2:44][CH3:45])[CH:31]2[CH2:36][CH2:35][N:34]([C:37]([O:39][C:40]([CH3:43])([CH3:42])[CH3:41])=[O:38])[CH2:33][CH2:32]2)[C:16]2[N:17]=[C:18](S(C)(=O)=O)[N:19]=[CH:20][C:15]=2[CH:14]=1.[CH3:46][NH2:47]. (5) The reactants are [NH:1]1[CH2:6][CH2:5][O:4][CH2:3][CH2:2]1.CCN=C=NCCCN(C)C.C1C=CC2N(O)N=NC=2C=1.[NH2:28][C:29]1[CH:37]=[CH:36][C:32]([C:33](O)=[O:34])=[CH:31][N:30]=1. The catalyst is CCO. The product is [NH2:28][C:29]1[N:30]=[CH:31][C:32]([C:33]([N:1]2[CH2:6][CH2:5][O:4][CH2:3][CH2:2]2)=[O:34])=[CH:36][CH:37]=1. The yield is 0.300.